Dataset: Reaction yield outcomes from USPTO patents with 853,638 reactions. Task: Predict the reaction yield, written as a fraction of the theoretical maximum amount of product (1.0 means a 100% yield; for example, 0.34 means a 34% yield). (1) The yield is 0.420. The catalyst is CN(C=O)C. The product is [OH:10][C:9]1[C:2]([O:1][CH2:17][O:18][CH3:19])=[C:3]([CH:6]=[CH:7][CH:8]=1)[CH:4]=[O:5]. The reactants are [OH:1][C:2]1[C:9]([OH:10])=[CH:8][CH:7]=[CH:6][C:3]=1[CH:4]=[O:5].C(=O)([O-])[O-].[Cs+].[Cs+].[CH3:17][O:18][CH2:19]Cl. (2) The reactants are [Cl:1][C:2]1[N:6]2[CH:7]=[C:8]([C:15]3[CH:19]=[CH:18][O:17][CH:16]=3)[CH:9]=[C:10]([C:11]([F:14])([F:13])[F:12])[C:5]2=[N:4][C:3]=1[C:20](O)=[O:21].CN(C(ON1N=NC2C=CC=NC1=2)=[N+](C)C)C.F[P-](F)(F)(F)(F)F.CCN(C(C)C)C(C)C.Cl.[F:57][C:58]1[C:59]([C:64]2[CH2:65][CH2:66][NH:67][CH2:68][CH:69]=2)=[N:60][CH:61]=[CH:62][CH:63]=1. The product is [Cl:1][C:2]1[N:6]2[CH:7]=[C:8]([C:15]3[CH:19]=[CH:18][O:17][CH:16]=3)[CH:9]=[C:10]([C:11]([F:12])([F:13])[F:14])[C:5]2=[N:4][C:3]=1[C:20]([N:67]1[CH2:68][CH:69]=[C:64]([C:59]2[C:58]([F:57])=[CH:63][CH:62]=[CH:61][N:60]=2)[CH2:65][CH2:66]1)=[O:21]. The catalyst is CN(C=O)C. The yield is 0.700. (3) The reactants are [Cl:1][C:2]1[C:7]([N+:8]([O-:10])=[O:9])=[CH:6][CH:5]=[C:4]([Cl:11])[C:3]=1[S:12](Cl)(=[O:14])=[O:13].[CH:16]([O:19][CH2:20][CH2:21][NH2:22])([CH3:18])[CH3:17].C(N(CC)CC)C. No catalyst specified. The product is [CH:16]([O:19][CH2:20][CH2:21][NH:22][S:12]([C:3]1[C:4]([Cl:11])=[CH:5][CH:6]=[C:7]([N+:8]([O-:10])=[O:9])[C:2]=1[Cl:1])(=[O:14])=[O:13])([CH3:18])[CH3:17]. The yield is 0.890.